Dataset: Reaction yield outcomes from USPTO patents with 853,638 reactions. Task: Predict the reaction yield, written as a fraction of the theoretical maximum amount of product (1.0 means a 100% yield; for example, 0.34 means a 34% yield). The reactants are [Cl:1][C:2]1[CH:8]=[CH:7][CH:6]=[C:5]([CH2:9][CH3:10])[C:3]=1N.N([O-])=O.[Na+].S(=O)(=O)(O)O.CN(C)C1C=CC=CC=1.Cl.[C:30]([O:33]C(=O)C)(=[O:32])C. The catalyst is C(O)(=O)C.S(=O)(=O)(O)N.C(Cl)(Cl)Cl. The product is [Cl:1][C:2]1[CH:8]=[CH:7][CH:6]=[C:5]([CH2:9][CH3:10])[C:3]=1[C:30]([OH:33])=[O:32]. The yield is 0.850.